Task: Regression. Given a peptide amino acid sequence and an MHC pseudo amino acid sequence, predict their binding affinity value. This is MHC class II binding data.. Dataset: Peptide-MHC class II binding affinity with 134,281 pairs from IEDB (1) The peptide sequence is DEHIILYLVNFDKDR. The MHC is HLA-DQA10401-DQB10402 with pseudo-sequence HLA-DQA10401-DQB10402. The binding affinity (normalized) is 0.413. (2) The peptide sequence is AFQVAATAANAAPAN. The MHC is DRB1_0701 with pseudo-sequence DRB1_0701. The binding affinity (normalized) is 0.453.